This data is from Full USPTO retrosynthesis dataset with 1.9M reactions from patents (1976-2016). The task is: Predict the reactants needed to synthesize the given product. (1) Given the product [CH3:28][N:29]1[CH2:34][CH2:33][C:32]2[N:8]([CH2:17][CH2:16][CH2:15][C:14]([O:13][CH2:11][CH3:12])=[O:19])[C:5]3[CH:4]=[CH:3][C:2]([CH3:10])=[CH:7][C:6]=3[C:31]=2[CH2:30]1, predict the reactants needed to synthesize it. The reactants are: Cl.[C:2]1([CH3:10])[CH:7]=[CH:6][C:5]([NH:8]N)=[CH:4][CH:3]=1.[CH2:11]([O:13][C:14](=[O:19])[CH2:15][CH2:16][CH2:17]Cl)[CH3:12].C(N(CC)CC)C.Cl.[CH3:28][N:29]1[CH2:34][CH2:33][C:32](=O)[CH2:31][CH2:30]1. (2) The reactants are: [C:1]1([C:11](=[O:14])[CH2:12][CH3:13])[C:10]2[C:5](=[CH:6][CH:7]=[CH:8][CH:9]=2)[CH:4]=[CH:3][CH:2]=1.[Br-:15].[Br-].[Br-].C1([N+](C)(C)C)C=CC=CC=1.C1([N+](C)(C)C)C=CC=CC=1.C1([N+](C)(C)C)C=CC=CC=1. Given the product [Br:15][CH:12]([CH3:13])[C:11]([C:1]1[C:10]2[C:5](=[CH:6][CH:7]=[CH:8][CH:9]=2)[CH:4]=[CH:3][CH:2]=1)=[O:14], predict the reactants needed to synthesize it. (3) Given the product [CH2:21]([N:20]1[C:16]([C:12]2[CH:13]=[C:14]3[C:9](=[CH:10][CH:11]=2)[NH:8][C:7]([CH:4]2[CH2:3][CH2:2][O:1][CH2:6][CH2:5]2)=[CH:15]3)=[CH:17][C:18]([C:23]([F:25])([F:26])[F:24])=[N:19]1)[CH3:22], predict the reactants needed to synthesize it. The reactants are: [O:1]1[CH2:6][CH:5]=[C:4]([C:7]2[NH:8][C:9]3[C:14]([CH:15]=2)=[CH:13][C:12]([C:16]2[N:20]([CH2:21][CH3:22])[N:19]=[C:18]([C:23]([F:26])([F:25])[F:24])[CH:17]=2)=[CH:11][CH:10]=3)[CH2:3][CH2:2]1.C([O-])=O.[NH4+]. (4) The reactants are: [CH:1]1([N:7]([C@H:19]2[CH2:24][CH2:23][C@H:22]([CH3:25])[CH2:21][CH2:20]2)[C:8]([NH:10][C:11]2[S:12][C:13]([S:16]C#N)=[CH:14][N:15]=2)=[O:9])[CH2:6][CH2:5][CH2:4][CH2:3][CH2:2]1.SC[C@@H]([C@@H](CS)O)O.Cl[CH2:35][CH2:36][N:37]1[CH2:42][CH2:41][CH2:40][CH2:39][CH2:38]1. Given the product [CH:1]1([N:7]([C@H:19]2[CH2:24][CH2:23][C@H:22]([CH3:25])[CH2:21][CH2:20]2)[C:8]([NH:10][C:11]2[S:12][C:13]([S:16][CH2:35][CH2:36][N:37]3[CH2:42][CH2:41][CH2:40][CH2:39][CH2:38]3)=[CH:14][N:15]=2)=[O:9])[CH2:6][CH2:5][CH2:4][CH2:3][CH2:2]1, predict the reactants needed to synthesize it. (5) Given the product [F:8][C:3]1[CH:4]=[CH:5][CH:6]=[CH:7][C:2]=1[C:20]([CH:22]1[CH2:27][CH2:26][O:25][CH2:24][CH2:23]1)=[O:21], predict the reactants needed to synthesize it. The reactants are: Br[C:2]1[CH:7]=[CH:6][CH:5]=[CH:4][C:3]=1[F:8].C(=O)=O.[Li]CCCC.CON(C)[C:20]([CH:22]1[CH2:27][CH2:26][O:25][CH2:24][CH2:23]1)=[O:21].